Dataset: Full USPTO retrosynthesis dataset with 1.9M reactions from patents (1976-2016). Task: Predict the reactants needed to synthesize the given product. (1) Given the product [CH2:5]([O:12][C:13]1[CH:22]=[CH:21][C:20]2[N:19]=[C:18]([NH2:34])[C:17]3[N:24]=[C:25]([CH2:28][CH3:29])[N:26]([CH3:27])[C:16]=3[C:15]=2[CH:14]=1)[C:6]1[CH:11]=[CH:10][CH:9]=[CH:8][CH:7]=1, predict the reactants needed to synthesize it. The reactants are: C(Cl)(Cl)Cl.[CH2:5]([O:12][C:13]1[CH:22]=[CH:21][C:20]2[N+:19]([O-])=[CH:18][C:17]3[N:24]=[C:25]([CH2:28][CH3:29])[N:26]([CH3:27])[C:16]=3[C:15]=2[CH:14]=1)[C:6]1[CH:11]=[CH:10][CH:9]=[CH:8][CH:7]=1.ClC(Cl)(Cl)C([N:34]=C=O)=O.C[O-].[Na+]. (2) Given the product [CH3:1][N:2]1[C:6]2=[N:7][C:8]([CH2:12][CH2:19][CH2:20][CH2:21][CH2:22][CH2:23][CH2:24][CH2:25][CH2:26][CH3:27])=[CH:9][C:10]([CH3:11])=[C:5]2[CH2:4][CH2:3]1, predict the reactants needed to synthesize it. The reactants are: [CH3:1][N:2]1[C:6]2=[N:7][C:8]([CH3:12])=[CH:9][C:10]([CH3:11])=[C:5]2[CH2:4][CH2:3]1.[Li]CCCC.Br[CH2:19][CH2:20][CH2:21][CH2:22][CH2:23][CH2:24][CH2:25][CH2:26][CH3:27]. (3) Given the product [F:9][C:5]1[CH:4]=[CH:3][C:2]([CH:17]=[O:18])=[CH:7][C:6]=1[CH3:8], predict the reactants needed to synthesize it. The reactants are: Br[C:2]1[CH:3]=[CH:4][C:5]([F:9])=[C:6]([CH3:8])[CH:7]=1.C([Li])(C)(C)C.CN(C)[CH:17]=[O:18].Cl. (4) The reactants are: [Cl:1][C:2]1[CH:3]=[C:4]([C:22]2[CH:27]=[CH:26][C:25]([C:28](O)=[O:29])=[CH:24][CH:23]=2)[CH:5]=[C:6]([Cl:21])[C:7]=1[CH2:8][CH:9]1[CH2:13][CH2:12][N:11]([CH:14]2[CH2:19][CH2:18][CH2:17][CH2:16][CH2:15]2)[C:10]1=[O:20].C(N1C=CN=C1)(N1C=CN=C1)=O.C(OC([N:50]1[CH2:55][CH2:54][CH:53]([NH2:56])[CH2:52][CH2:51]1)=O)(C)(C)C. Given the product [NH:50]1[CH2:55][CH2:54][CH:53]([NH:56][C:28]([C:25]2[CH:24]=[CH:23][C:22]([C:4]3[CH:3]=[C:2]([Cl:1])[C:7]([CH2:8][CH:9]4[CH2:13][CH2:12][N:11]([CH:14]5[CH2:15][CH2:16][CH2:17][CH2:18][CH2:19]5)[C:10]4=[O:20])=[C:6]([Cl:21])[CH:5]=3)=[CH:27][CH:26]=2)=[O:29])[CH2:52][CH2:51]1, predict the reactants needed to synthesize it.